Dataset: Catalyst prediction with 721,799 reactions and 888 catalyst types from USPTO. Task: Predict which catalyst facilitates the given reaction. (1) Reactant: CC(C)([O-])C.[Na+].C1(P(C2CCCCC2)C2C=CC=CC=2C2C=CC=CC=2C)CCCCC1.[CH:33]([Si:36]([CH:53]([CH3:55])[CH3:54])([CH:50]([CH3:52])[CH3:51])[O:37][C@H:38]1[C:44]2=[N:45][CH:46]=[CH:47][CH:48]=[C:43]2[C:42](=[O:49])[CH2:41][CH2:40][CH2:39]1)([CH3:35])[CH3:34].Br[C:57]1[CH:62]=[CH:61][CH:60]=[C:59]([F:63])[C:58]=1[F:64]. Product: [F:63][C:59]1[C:58]([F:64])=[CH:57][CH:62]=[CH:61][C:60]=1[C@@H:41]1[CH2:40][CH2:39][C@@H:38]([O:37][Si:36]([CH:33]([CH3:35])[CH3:34])([CH:50]([CH3:52])[CH3:51])[CH:53]([CH3:55])[CH3:54])[C:44]2=[N:45][CH:46]=[CH:47][CH:48]=[C:43]2[C:42]1=[O:49]. The catalyst class is: 487. (2) Reactant: [OH:1][C@H:2]([CH3:8])[C:3]([O:5][CH2:6][CH3:7])=[O:4].[CH3:9][S:10](Cl)(=[O:12])=[O:11]. Product: [CH3:9][S:10]([O:1][C@H:2]([CH3:8])[C:3]([O:5][CH2:6][CH3:7])=[O:4])(=[O:12])=[O:11]. The catalyst class is: 1. (3) Reactant: [C:1]([CH:9]1[C:14](=O)[CH2:13][CH2:12][N:11]([C:16]([O:18][C:19]([CH3:22])([CH3:21])[CH3:20])=[O:17])[CH2:10]1)(=O)[C:2]1[CH:7]=[CH:6][N:5]=[CH:4][CH:3]=1.[NH2:23][NH2:24]. Product: [N:5]1[CH:6]=[CH:7][C:2]([C:1]2[C:9]3[CH2:10][N:11]([C:16]([O:18][C:19]([CH3:22])([CH3:21])[CH3:20])=[O:17])[CH2:12][CH2:13][C:14]=3[NH:24][N:23]=2)=[CH:3][CH:4]=1. The catalyst class is: 8. (4) Reactant: C[Si]([N-][Si](C)(C)C)(C)C.[Na+].[Br:11][C:12]1[C:13]([C:20]2[C:21](F)=[N:22][CH:23]=[C:24]([C:26]3[CH:31]=[CH:30][C:29]([CH2:32][N:33]4[CH2:38][CH2:37][CH2:36][CH2:35][CH2:34]4)=[CH:28][CH:27]=3)[CH:25]=2)=[C:14]([NH2:19])[CH:15]=[N:16][C:17]=1[Cl:18]. Product: [Br:11][C:12]1[C:13]2[C:20]3[CH:25]=[C:24]([C:26]4[CH:31]=[CH:30][C:29]([CH2:32][N:33]5[CH2:38][CH2:37][CH2:36][CH2:35][CH2:34]5)=[CH:28][CH:27]=4)[CH:23]=[N:22][C:21]=3[NH:19][C:14]=2[CH:15]=[N:16][C:17]=1[Cl:18]. The catalyst class is: 20.